The task is: Predict the reactants needed to synthesize the given product.. This data is from Full USPTO retrosynthesis dataset with 1.9M reactions from patents (1976-2016). (1) Given the product [F:23][C:24]1[CH:25]=[CH:26][C:27]([N:30]2[C:33](=[O:34])[C@H:32]([S:35][CH2:36][CH:37]([C:39]3[CH:40]=[CH:41][C:42]([F:45])=[CH:43][CH:44]=3)[OH:38])[C@H:31]2[C:46]2[CH:60]=[CH:59][C:49]([O:50][CH2:51][C:52]([NH:54][CH2:55][C:56]([NH:75][C:74]([C:79]3[CH:84]=[CH:83][CH:82]=[CH:81][CH:80]=3)([C:68]3[CH:73]=[CH:72][CH:71]=[CH:70][CH:69]=3)[C:76]([OH:78])=[O:77])=[O:58])=[O:53])=[CH:48][CH:47]=2)=[CH:28][CH:29]=1, predict the reactants needed to synthesize it. The reactants are: CN(C(ON1N=NC2C=CC=CC1=2)=[N+](C)C)C.[B-](F)(F)(F)F.[F:23][C:24]1[CH:29]=[CH:28][C:27]([N:30]2[C:33](=[O:34])[C@H:32]([S:35][CH2:36][C:37]([C:39]3[CH:44]=[CH:43][C:42]([F:45])=[CH:41][CH:40]=3)=[O:38])[C@H:31]2[C:46]2[CH:60]=[CH:59][C:49]([O:50][CH2:51][C:52]([NH:54][CH2:55][C:56]([OH:58])=O)=[O:53])=[CH:48][CH:47]=2)=[CH:26][CH:25]=1.CN1CCOCC1.[C:68]1([C:74]([C:79]2[CH:84]=[CH:83][CH:82]=[CH:81][CH:80]=2)([C:76]([OH:78])=[O:77])[NH2:75])[CH:73]=[CH:72][CH:71]=[CH:70][CH:69]=1.[BH4-].[Na+].C([O-])(=O)C.[NH4+]. (2) Given the product [CH2:1]([O:3][C:4]1[C:5]2[B:12]([OH:13])[O:14][CH:10]([CH2:20][N+:17]([O-:19])=[O:18])[C:6]=2[CH:7]=[CH:8][CH:9]=1)[CH3:2], predict the reactants needed to synthesize it. The reactants are: [CH2:1]([O:3][C:4]1[CH:9]=[CH:8][CH:7]=[C:6]([CH:10]=O)[C:5]=1[B:12]([OH:14])[OH:13])[CH3:2].[OH-].[Na+].[N+:17]([CH3:20])([O-:19])=[O:18].Cl. (3) The reactants are: [N:1]12[CH2:8][CH2:7][CH:4]([CH2:5][CH2:6]1)[C@@H:3]([OH:9])[CH2:2]2.[Na].[Na].N12CCC(CC1)[C@@H](O)C2.[Br:21][C:22]1[CH:27]=[CH:26][C:25]([C:28]2[CH:33]=[CH:32][CH:31]=[CH:30][CH:29]=2)=[C:24]([N:34]=[C:35]=[O:36])[CH:23]=1. Given the product [N:1]12[CH2:8][CH2:7][CH:4]([CH2:5][CH2:6]1)[C@@H:3]([O:9][C:35](=[O:36])[NH:34][C:24]1[CH:23]=[C:22]([Br:21])[CH:27]=[CH:26][C:25]=1[C:28]1[CH:33]=[CH:32][CH:31]=[CH:30][CH:29]=1)[CH2:2]2, predict the reactants needed to synthesize it. (4) Given the product [OH:54][CH:4]1[CH2:3][CH2:2][N:1]([CH2:8][CH2:9][N:10]2[CH2:11][CH2:12][CH:13]([NH:16][C:17]([C:19]3[NH:20][C:21]4[C:26]([CH:27]=3)=[C:25]([O:28][C:29]3[CH:30]=[C:31]([CH3:35])[CH:32]=[CH:33][CH:34]=3)[CH:24]=[CH:23][CH:22]=4)=[O:18])[CH2:14][CH2:15]2)[CH2:6][CH2:5]1, predict the reactants needed to synthesize it. The reactants are: [N:1]1([CH2:8][CH2:9][N:10]2[CH2:15][CH2:14][CH:13]([NH:16][C:17]([C:19]3[NH:20][C:21]4[C:26]([CH:27]=3)=[C:25]([O:28][C:29]3[CH:30]=[C:31]([CH3:35])[CH:32]=[CH:33][CH:34]=3)[CH:24]=[CH:23][CH:22]=4)=[O:18])[CH2:12][CH2:11]2)C[CH2:6][CH2:5][CH2:4][CH2:3][CH2:2]1.Cl.Cl.Cl.NC1CCN(CCN2CCC([OH:54])CC2)CC1. (5) Given the product [Cl:1][C:2]1[CH:23]=[C:22]([C:24]([F:27])([F:25])[F:26])[CH:21]=[CH:20][C:3]=1[CH2:4][N:5]1[C:9]([CH2:10][CH2:11][CH2:12][OH:13])=[CH:8][C:7]([CH:17]([CH3:18])[CH3:19])=[N:6]1, predict the reactants needed to synthesize it. The reactants are: [Cl:1][C:2]1[CH:23]=[C:22]([C:24]([F:27])([F:26])[F:25])[CH:21]=[CH:20][C:3]=1[CH2:4][N:5]1[C:9]([CH2:10][CH2:11][C:12](OCC)=[O:13])=[CH:8][C:7]([CH:17]([CH3:19])[CH3:18])=[N:6]1.[H-].C([Al+]CC(C)C)C(C)C.CO.[C@H](O)(C([O-])=O)[C@@H](O)C([O-])=O.[Na+].[K+]. (6) Given the product [Cl:1][C:2]1[N:7]=[C:6]([NH:8][NH:9][C:10](=[O:30])[C@H:11]([CH2:24][CH:25]2[CH2:26][CH2:27][CH2:28][CH2:29]2)[CH2:12][N:13]([OH:16])[CH:14]=[O:15])[C:5]([F:31])=[C:4]([NH:32][CH2:33][C:34]([CH3:42])([N:36]2[CH2:37][CH2:38][O:39][CH2:40][CH2:41]2)[CH3:35])[N:3]=1, predict the reactants needed to synthesize it. The reactants are: [Cl:1][C:2]1[N:7]=[C:6]([NH:8][NH:9][C:10](=[O:30])[C@H:11]([CH2:24][CH:25]2[CH2:29][CH2:28][CH2:27][CH2:26]2)[CH2:12][N:13]([O:16]CC2C=CC=CC=2)[CH:14]=[O:15])[C:5]([F:31])=[C:4]([NH:32][CH2:33][C:34]([CH3:42])([N:36]2[CH2:41][CH2:40][O:39][CH2:38][CH2:37]2)[CH3:35])[N:3]=1. (7) Given the product [CH3:1][S:2]([N:5]1[C:9]([C:10]2[CH:15]=[CH:14][CH:13]=[CH:12][CH:11]=2)=[CH:8][C:7]([CH2:16][NH:26][CH3:25])=[CH:6]1)(=[O:4])=[O:3], predict the reactants needed to synthesize it. The reactants are: [CH3:1][S:2]([N:5]1[C:9]([C:10]2[CH:15]=[CH:14][CH:13]=[CH:12][CH:11]=2)=[CH:8][C:7]([CH:16]=O)=[CH:6]1)(=[O:4])=[O:3].C([CH2:25][NH2:26])C1C=CC=CC=1.C(O[BH-](OC(=O)C)OC(=O)C)(=O)C.[Na+].C(=O)([O-])O.[Na+]. (8) The reactants are: Br[C:2]1[CH:3]=[N:4][CH:5]=[C:6]([O:8][CH2:9][CH3:10])[CH:7]=1.[OH-].[NH4+:12].[OH-].[Na+]. Given the product [CH2:9]([O:8][C:6]1[CH:7]=[C:2]([NH2:12])[CH:3]=[N:4][CH:5]=1)[CH3:10], predict the reactants needed to synthesize it. (9) Given the product [CH3:1][O:2][C:3]1[CH:8]=[C:7]([N:9]2[CH2:12][C:11]3([N:16]([CH3:17])[CH2:15][CH2:14][CH2:13]3)[CH2:10]2)[C:6]([NH2:18])=[CH:5][C:4]=1[NH:21][C:22]1[N:27]=[C:26]([C:28]2[C:36]3[C:31](=[CH:32][CH:33]=[CH:34][CH:35]=3)[N:30]([CH3:37])[CH:29]=2)[CH:25]=[CH:24][N:23]=1, predict the reactants needed to synthesize it. The reactants are: [CH3:1][O:2][C:3]1[CH:8]=[C:7]([N:9]2[CH2:12][C:11]3([N:16]([CH3:17])[CH2:15][CH2:14][CH2:13]3)[CH2:10]2)[C:6]([N+:18]([O-])=O)=[CH:5][C:4]=1[NH:21][C:22]1[N:27]=[C:26]([C:28]2[C:36]3[C:31](=[CH:32][CH:33]=[CH:34][CH:35]=3)[N:30]([CH3:37])[CH:29]=2)[CH:25]=[CH:24][N:23]=1.[NH4+].[Cl-].C(O)C.